Task: Predict the reactants needed to synthesize the given product.. Dataset: Full USPTO retrosynthesis dataset with 1.9M reactions from patents (1976-2016) (1) The reactants are: [C:1]([O:5][C:6](=[O:24])[NH:7][C@H:8]([C:17]1[CH:22]=[CH:21][C:20]([OH:23])=[CH:19][CH:18]=1)[CH2:9][N:10]1[CH2:15][CH2:14][N:13]([CH3:16])[CH2:12][CH2:11]1)([CH3:4])([CH3:3])[CH3:2].C([O-])([O-])=O.[K+].[K+].[Br-]. Given the product [C:1]([O:5][C:6](=[O:24])[NH:7][C@H:8]([C:17]1[CH:18]=[CH:19][C:20]([O:23][CH2:8][CH:17]([CH3:22])[CH2:18][CH2:19][CH3:20])=[CH:21][CH:22]=1)[CH2:9][N:10]1[CH2:11][CH2:12][N:13]([CH3:16])[CH2:14][CH2:15]1)([CH3:4])([CH3:2])[CH3:3], predict the reactants needed to synthesize it. (2) Given the product [CH3:13][O:14][C:15](=[O:18])[CH2:16][N:17]([CH2:2][CH2:1][S:3]([C:6]1[CH:11]=[CH:10][CH:9]=[CH:8][CH:7]=1)(=[O:4])=[O:5])[C:26]([O:28][C:29]([CH3:32])([CH3:31])[CH3:30])=[O:27], predict the reactants needed to synthesize it. The reactants are: [CH:1]([S:3]([C:6]1[CH:11]=[CH:10][CH:9]=[CH:8][CH:7]=1)(=[O:5])=[O:4])=[CH2:2].Cl.[CH3:13][O:14][C:15](=[O:18])[CH2:16][NH2:17].C(N(CC)CC)C.[C:26](O[C:26]([O:28][C:29]([CH3:32])([CH3:31])[CH3:30])=[O:27])([O:28][C:29]([CH3:32])([CH3:31])[CH3:30])=[O:27]. (3) Given the product [OH:26][CH2:27][CH2:28][O:29][NH:30][C:48]([C:47]1[C:39]([NH:38][C:35]2[CH:36]=[CH:37][C:32]([Br:31])=[CH:33][C:34]=2[F:57])=[CH:40][C:41](=[O:56])[N:42]2[C:46]=1[CH:45]1[O:51][C:52]([CH3:55])([CH3:54])[O:53][CH:44]1[CH2:43]2)=[O:49], predict the reactants needed to synthesize it. The reactants are: CCN=C=NCCCN(C)C.C1C=CC2N(O)N=NC=2C=1.C([O:26][CH2:27][CH2:28][O:29][NH2:30])(C)(C)C.[Br:31][C:32]1[CH:37]=[CH:36][C:35]([NH:38][C:39]2[C:47]([C:48](O)=[O:49])=[C:46]3[N:42]([CH2:43][CH:44]4[O:53][C:52]([CH3:55])([CH3:54])[O:51][CH:45]43)[C:41](=[O:56])[CH:40]=2)=[C:34]([F:57])[CH:33]=1. (4) Given the product [C:31]([C:26]1[CH:25]=[C:24]([C:15]2[N:16]=[C:17]([C:19]([OH:21])=[O:20])[S:18][C:14]=2[C:5]2[CH:6]=[C:7]([F:9])[CH:8]=[C:3]([C:1]#[N:2])[CH:4]=2)[CH:29]=[CH:28][C:27]=1[F:30])#[N:32], predict the reactants needed to synthesize it. The reactants are: [C:1]([C:3]1[CH:4]=[C:5](B(O)O)[CH:6]=[C:7]([F:9])[CH:8]=1)#[N:2].Br[C:14]1[S:18][C:17]([C:19]([O:21]CC)=[O:20])=[N:16][C:15]=1[C:24]1[CH:29]=[CH:28][C:27]([F:30])=[C:26]([C:31]#[N:32])[CH:25]=1.C(=O)(O)[O-].[Na+]. (5) Given the product [C:31]([O:27][C:24]1[CH:23]=[CH:22][C:21]([C:18]2[O:17][C:16]([C@H:12]([NH:11][C:8]3[CH:7]=[CH:6][C:3]([C:4]#[N:5])=[C:2]([Cl:1])[C:9]=3[CH3:10])[C@@H:13]([O:15][C:16](=[O:17])[CH2:12][CH2:13][CH3:14])[CH3:14])=[N:20][N:19]=2)=[CH:26][CH:25]=1)(=[O:32])[CH2:30][CH2:29][CH3:28], predict the reactants needed to synthesize it. The reactants are: [Cl:1][C:2]1[C:9]([CH3:10])=[C:8]([NH:11][C@@H:12]([C:16]2[O:17][C:18]([C:21]3[CH:26]=[CH:25][C:24]([OH:27])=[CH:23][CH:22]=3)=[N:19][N:20]=2)[C@@H:13]([OH:15])[CH3:14])[CH:7]=[CH:6][C:3]=1[C:4]#[N:5].[CH3:28][CH2:29][CH2:30][C:31](Cl)=[O:32]. (6) Given the product [CH3:46][O:49][CH2:5][C@H:4]([N:8]1[CH2:16][C:15]2[C:10](=[CH:11][C:12]([C:17]3[CH:22]=[CH:21][C:20]([NH:23][C:24]([NH:26][C:27]4[CH:32]=[CH:31][CH:30]=[C:29]([C:33]([F:34])([F:36])[F:35])[CH:28]=4)=[O:25])=[CH:19][CH:18]=3)=[CH:13][CH:14]=2)[C:9]1=[O:37])[C:3]([O:2][CH3:1])=[O:38], predict the reactants needed to synthesize it. The reactants are: [CH3:1][O:2][C:3](=[O:38])[C@H:4]([N:8]1[CH2:16][C:15]2[C:10](=[CH:11][C:12]([C:17]3[CH:22]=[CH:21][C:20]([NH:23][C:24]([NH:26][C:27]4[CH:32]=[CH:31][CH:30]=[C:29]([C:33]([F:36])([F:35])[F:34])[CH:28]=4)=[O:25])=[CH:19][CH:18]=3)=[CH:13][CH:14]=2)[C:9]1=[O:37])[CH:5](C)C.BrC1C=C2C(CN([C@@H](COC)C(OC)=O)[C:46]2=[O:49])=CC=1.CC1(C)C(C)(C)OB(C2C=CC(NC(NC3C=CC=C(C(F)(F)F)C=3)=O)=CC=2)O1. (7) Given the product [IH:11].[N:15]1[C:16]2[C:21](=[CH:20][CH:19]=[CH:18][CH:17]=2)[CH2:22][NH:23][C:14]=1[NH:10][CH2:9][CH2:8][O:1][C:2]1[CH:7]=[CH:6][CH:5]=[CH:4][CH:3]=1, predict the reactants needed to synthesize it. The reactants are: [O:1]([CH2:8][CH2:9][NH2:10])[C:2]1[CH:7]=[CH:6][CH:5]=[CH:4][CH:3]=1.[IH:11].CS[C:14]1[NH:23][CH2:22][C:21]2[C:16](=[CH:17][CH:18]=[CH:19][CH:20]=2)[N:15]=1. (8) Given the product [Cl:8][C:9]1[N:10]=[C:11]([N:18]2[CH2:22][CH2:21][C@H:20]([N:23]([CH3:3])[C:24](=[O:30])[O:25][C:26]([CH3:27])([CH3:29])[CH3:28])[CH2:19]2)[C:12]2[CH2:17][CH2:16][CH2:15][C:13]=2[N:14]=1, predict the reactants needed to synthesize it. The reactants are: [H-].[Na+].[CH3:3]N(C)C=O.[Cl:8][C:9]1[N:10]=[C:11]([N:18]2[CH2:22][CH2:21][C@H:20]([NH:23][C:24](=[O:30])[O:25][C:26]([CH3:29])([CH3:28])[CH3:27])[CH2:19]2)[C:12]2[CH2:17][CH2:16][CH2:15][C:13]=2[N:14]=1.CI.